Dataset: Full USPTO retrosynthesis dataset with 1.9M reactions from patents (1976-2016). Task: Predict the reactants needed to synthesize the given product. (1) The reactants are: Br[C:2]1[CH:7]=[CH:6][C:5]([C:8]2[N:9]([CH2:14][C@@H:15]3[CH2:19][CH2:18][N:17]([C:20]([CH:22]4[CH2:24][CH2:23]4)=[O:21])[CH2:16]3)[C:10](=[O:13])[NH:11][N:12]=2)=[CH:4][CH:3]=1.[NH:25]1[C:33]2[C:28](=[CH:29][C:30](B(O)O)=[CH:31][CH:32]=2)[CH:27]=[CH:26]1.[O-]P([O-])([O-])=O.[K+].[K+].[K+]. Given the product [CH:22]1([C:20]([N:17]2[CH2:18][CH2:19][C@@H:15]([CH2:14][N:9]3[C:8]([C:5]4[CH:6]=[CH:7][C:2]([C:30]5[CH:29]=[C:28]6[C:33](=[CH:32][CH:31]=5)[NH:25][CH:26]=[CH:27]6)=[CH:3][CH:4]=4)=[N:12][NH:11][C:10]3=[O:13])[CH2:16]2)=[O:21])[CH2:24][CH2:23]1, predict the reactants needed to synthesize it. (2) Given the product [CH3:24][O:23][C:19]1[CH:18]=[C:17]2[C:22](=[CH:21][CH:20]=1)[C:13]([CH2:11][OH:10])=[N:14][C:15]([NH:25][C:26]1[CH:30]=[C:29]([CH3:31])[NH:28][N:27]=1)=[CH:16]2, predict the reactants needed to synthesize it. The reactants are: [H-].[H-].[H-].[H-].[Li+].[Al+3].C([O:10][C:11]([C:13]1[C:22]2[C:17](=[CH:18][C:19]([O:23][CH3:24])=[CH:20][CH:21]=2)[CH:16]=[C:15]([NH:25][C:26]2[CH:30]=[C:29]([CH3:31])[NH:28][N:27]=2)[N:14]=1)=O)(C)C. (3) The reactants are: Cl[C:2]1[N:7]=[CH:6][N:5]=[C:4]([NH2:8])[C:3]=1[C:9]1[N:13]=[CH:12][N:11]([CH3:14])[N:10]=1.[NH2:15][C@H:16]([C:19]1[N:28]([C:29]2[CH:34]=[CH:33][CH:32]=[CH:31][CH:30]=2)[C:27](=[O:35])[C:26]2[C:21](=[CH:22][CH:23]=[CH:24][C:25]=2[Cl:36])[N:20]=1)[CH2:17][CH3:18].CCN(C(C)C)C(C)C.C(Cl)Cl.CO. Given the product [NH2:8][C:4]1[N:5]=[CH:6][N:7]=[C:2]([NH:15][C@H:16]([C:19]2[N:28]([C:29]3[CH:30]=[CH:31][CH:32]=[CH:33][CH:34]=3)[C:27](=[O:35])[C:26]3[C:21](=[CH:22][CH:23]=[CH:24][C:25]=3[Cl:36])[N:20]=2)[CH2:17][CH3:18])[C:3]=1[C:9]1[N:13]=[CH:12][N:11]([CH3:14])[N:10]=1, predict the reactants needed to synthesize it. (4) Given the product [Cl:1][CH2:2][CH2:3][CH2:4][S:5]([O:8][CH2:9][C:10]([CH3:26])([CH3:25])[C@@H:11]([O:15][CH2:16][C:17]1[CH:22]=[CH:21][C:20]([O:23][CH3:24])=[CH:19][CH:18]=1)[C:12]([O:14][CH2:39][C:35]1[CH:34]=[N:33][CH:38]=[CH:37][CH:36]=1)=[O:13])(=[O:7])=[O:6], predict the reactants needed to synthesize it. The reactants are: [Cl:1][CH2:2][CH2:3][CH2:4][S:5]([O:8][CH2:9][C:10]([CH3:26])([CH3:25])[C@@H:11]([O:15][CH2:16][C:17]1[CH:22]=[CH:21][C:20]([O:23][CH3:24])=[CH:19][CH:18]=1)[C:12]([OH:14])=[O:13])(=[O:7])=[O:6].C(Cl)(=O)C(Cl)=O.[N:33]1[CH:38]=[CH:37][CH:36]=[C:35]([CH2:39]O)[CH:34]=1. (5) Given the product [CH3:34][O:33][CH2:32][CH2:31][NH:7][C:8]1[CH:9]=[CH:10][C:11]([C:14]([N:16]2[CH2:26][C:19]3([CH3:25])[CH2:18][CH:17]2[CH2:23][C:21]([CH3:22])([CH3:24])[CH2:20]3)=[O:15])=[CH:12][CH:13]=1, predict the reactants needed to synthesize it. The reactants are: C(OC(=O)[NH:7][C:8]1[CH:13]=[CH:12][C:11]([C:14]([N:16]2[CH2:22][C:21]3([CH3:24])[CH2:23][CH:17]2[CH2:18][C:19]([CH3:26])([CH3:25])[CH2:20]3)=[O:15])=[CH:10][CH:9]=1)(C)(C)C.[H-].[Na+].Br[CH2:31][CH2:32][O:33][CH3:34]. (6) Given the product [CH3:16][C:5]1[C:4]2[O:21][C:86]([CH2:88][CH2:89][CH:90]=[C:91]([CH3:93])[CH3:92])([CH3:87])[CH:85]=[CH:84][C:3]=2[C:8]2[NH:9][C:10]3[CH:15]=[CH:14][CH:13]=[CH:12][C:11]=3[C:7]=2[CH:6]=1.[CH3:1][C:81]1[CH:82]=[C:76]2[C:77](=[C:79]3[CH:84]=[CH:85][C:86]([CH3:87])([CH3:88])[O:83][C:80]=13)[NH:78][C:73]1[CH:72]=[CH:71][CH:70]=[CH:75][C:74]2=1.[CH3:69][C:70]1[C:71]2[O:94][C:24]([CH3:35])([CH3:25])[CH:23]=[CH:22][C:72]=2[C:73]2[NH:78][C:77]3[CH:79]=[CH:80][C:81]([O:38][CH3:37])=[CH:82][C:76]=3[C:74]=2[CH:75]=1.[CH3:52][C:41]1[C:40]2[O:83][C@@H:80]([CH2:81][CH2:82][CH:76]=[C:74]([CH3:75])[CH3:73])[CH:79]=[CH:77][C:39]=2[C:44]2[NH:45][C:46]3[CH:51]=[C:50]([OH:2])[CH:49]=[CH:48][C:47]=3[C:43]=2[CH:42]=1, predict the reactants needed to synthesize it. The reactants are: [CH3:1][O:2][C:3]1[C:8]2[NH:9][C:10]3[CH:15]=[CH:14][CH:13]=[CH:12][C:11]=3[C:7]=2[CH:6]=[C:5]([C:16](OC)=O)[CH:4]=1.C[O:21][C:22]1[CH:23]=[C:24]([CH:35]=O)[CH:25]=C2C3C=CC=CC=3NC=12.[CH3:37][O:38][C:39]1[CH:40]=[C:41]([CH2:52]O)[CH:42]=[C:43]2[C:47]3[CH:48]=[CH:49][CH:50]=[CH:51][C:46]=3[NH:45][C:44]=12.C(N)COP(OCC(O)COC=O)(O)=O.[CH3:69][C:70]1[CH:75]=[C:74]2[C:76]3[CH:82]=[CH:81][C:80]([OH:83])=[C:79]([CH2:84]/[CH:85]=[C:86](/[CH2:88][CH2:89][CH:90]=[C:91]([CH3:93])[CH3:92])\[CH3:87])[C:77]=3[NH:78][C:73]2=[CH:72][C:71]=1[O:94]C.